Predict the reactants needed to synthesize the given product. From a dataset of Full USPTO retrosynthesis dataset with 1.9M reactions from patents (1976-2016). (1) Given the product [Cl:13][C:5]1[C:4]2[C:9](=[CH:10][CH:11]=[C:2]([NH:20][CH2:19][C:18]3[CH:21]=[CH:22][CH:23]=[CH:24][C:17]=3[O:16][C:15]([F:14])([F:25])[F:26])[CH:3]=2)[C:8](=[O:12])[NH:7][N:6]=1, predict the reactants needed to synthesize it. The reactants are: Br[C:2]1[CH:3]=[C:4]2[C:9](=[CH:10][CH:11]=1)[C:8](=[O:12])[NH:7][N:6]=[C:5]2[Cl:13].[F:14][C:15]([F:26])([F:25])[O:16][C:17]1[CH:24]=[CH:23][CH:22]=[CH:21][C:18]=1[CH2:19][NH2:20].C1C=CC(P(C2C(C3C(P(C4C=CC=CC=4)C4C=CC=CC=4)=CC=C4C=3C=CC=C4)=C3C(C=CC=C3)=CC=2)C2C=CC=CC=2)=CC=1.CC([O-])(C)C.[Na+]. (2) Given the product [C:33]([NH:1][C@H:2]([C:4]1[N:8]2[CH:9]=[CH:10][N:11]=[C:12]([CH3:13])[C:7]2=[C:6]([C:14]2[CH:15]=[CH:16][C:17]([C:18]([NH:20][C:21]3[CH:26]=[C:25]([C:27]([F:29])([F:30])[F:28])[CH:24]=[CH:23][N:22]=3)=[O:19])=[CH:31][CH:32]=2)[N:5]=1)[CH3:3])(=[O:36])[CH:34]=[CH2:35], predict the reactants needed to synthesize it. The reactants are: [NH2:1][C@H:2]([C:4]1[N:8]2[CH:9]=[CH:10][N:11]=[C:12]([CH3:13])[C:7]2=[C:6]([C:14]2[CH:32]=[CH:31][C:17]([C:18]([NH:20][C:21]3[CH:26]=[C:25]([C:27]([F:30])([F:29])[F:28])[CH:24]=[CH:23][N:22]=3)=[O:19])=[CH:16][CH:15]=2)[N:5]=1)[CH3:3].[C:33](O)(=[O:36])[CH:34]=[CH2:35]. (3) Given the product [F:23][C:24]1[CH:25]=[C:26]([CH:27]=[C:28]([S:30]([CH3:33])(=[O:32])=[O:31])[CH:29]=1)[CH:34]=[O:35], predict the reactants needed to synthesize it. The reactants are: CC(OI1(OC(C)=O)(OC(C)=O)OC(=O)C2C1=CC=CC=2)=O.[F:23][C:24]1[CH:25]=[C:26]([CH2:34][OH:35])[CH:27]=[C:28]([S:30]([CH3:33])(=[O:32])=[O:31])[CH:29]=1.C(=O)(O)[O-].[Na+].S([O-])([O-])(=O)=S.[Na+].[Na+]. (4) Given the product [ClH:36].[CH:1]([O:4][C:5]1[CH:10]=[CH:9][CH:8]=[CH:7][C:6]=1[N:11]1[CH2:16][CH2:15][N:14]([CH2:17][C:18](=[O:31])[CH2:19][N:20]2[C:28](=[O:29])[CH:27]3[CH:22]([CH2:23][CH:24]=[CH:25][CH2:26]3)[C:21]2=[O:30])[CH2:13][CH2:12]1)([CH3:3])[CH3:2], predict the reactants needed to synthesize it. The reactants are: [CH:1]([O:4][C:5]1[CH:10]=[CH:9][CH:8]=[CH:7][C:6]=1[N:11]1[CH2:16][CH2:15][N:14]([CH2:17][C:18](=[O:31])[CH2:19][N:20]2[C:28](=[O:29])[CH:27]3[CH:22]([CH2:23][CH:24]=[CH:25][CH2:26]3)[C:21]2=[O:30])[CH2:13][CH2:12]1)([CH3:3])[CH3:2].C(O)(C)C.[ClH:36]. (5) Given the product [CH2:43]([O:42][C:11]1[C:12]([C:15]2[CH:20]=[CH:19][C:18]([CH2:21][C:22]([NH:24][C:25]3[CH:30]=[CH:29][C:28]([CH2:31][C:32]([CH3:35])([CH3:36])[CH2:33][OH:34])=[C:27]([C:37]([F:39])([F:40])[F:38])[CH:26]=3)=[O:23])=[CH:17][C:16]=2[F:41])=[CH:13][NH:14][C:9](=[O:8])[CH:10]=1)[CH3:44], predict the reactants needed to synthesize it. The reactants are: C([O:8][C:9]1[N:14]=[CH:13][C:12]([C:15]2[CH:20]=[CH:19][C:18]([CH2:21][C:22]([NH:24][C:25]3[CH:30]=[CH:29][C:28]([CH2:31][C:32]([CH3:36])([CH3:35])[CH2:33][OH:34])=[C:27]([C:37]([F:40])([F:39])[F:38])[CH:26]=3)=[O:23])=[CH:17][C:16]=2[F:41])=[C:11]([O:42][CH2:43][CH3:44])[CH:10]=1)C1C=CC=CC=1. (6) Given the product [BrH:14].[OH:2][C:3]1[CH:4]=[C:5]([CH:9]=[CH:10][C:11]=1[OH:12])[CH2:6][NH:7][CH3:8], predict the reactants needed to synthesize it. The reactants are: C[O:2][C:3]1[CH:4]=[C:5]([CH:9]=[CH:10][C:11]=1[O:12]C)[CH2:6][NH:7][CH3:8].[BrH:14].